Dataset: Full USPTO retrosynthesis dataset with 1.9M reactions from patents (1976-2016). Task: Predict the reactants needed to synthesize the given product. (1) Given the product [CH2:14]([NH:21][CH2:22][CH2:23][NH:24][C:11]([C:9]1[NH:8][C:5]2=[CH:6][N:7]=[C:2]([Cl:1])[CH:3]=[C:4]2[CH:10]=1)=[O:13])[C:15]1[CH:20]=[CH:19][CH:18]=[CH:17][CH:16]=1, predict the reactants needed to synthesize it. The reactants are: [Cl:1][C:2]1[CH:3]=[C:4]2[CH:10]=[C:9]([C:11]([OH:13])=O)[NH:8][C:5]2=[CH:6][N:7]=1.[CH2:14]([NH:21][CH2:22][CH2:23][NH2:24])[C:15]1[CH:20]=[CH:19][CH:18]=[CH:17][CH:16]=1. (2) The reactants are: [Cl:1][C:2]1[CH:8]=[CH:7][CH:6]=[CH:5][C:3]=1[NH2:4].CN(C(ON1N=NC2C=CC=NC1=2)=[N+](C)C)C.F[P-](F)(F)(F)(F)F.ONN1C=CN=N1.C(N(CC)C(C)C)(C)C.[Cl:49][C:50]1[CH:51]=[CH:52][C:53]2[N:54]([CH:56]=[C:57]([C:59](O)=[O:60])[N:58]=2)[CH:55]=1. Given the product [Cl:49][C:50]1[CH:51]=[CH:52][C:53]2[N:54]([CH:56]=[C:57]([C:59]([NH:4][C:3]3[CH:5]=[CH:6][CH:7]=[CH:8][C:2]=3[Cl:1])=[O:60])[N:58]=2)[CH:55]=1, predict the reactants needed to synthesize it. (3) Given the product [CH3:11][C:12]1[N:13]=[CH:14][N:15]([C:2]2[N:7]=[CH:6][C:5]([C:8](=[O:10])[CH3:9])=[CH:4][CH:3]=2)[CH:16]=1, predict the reactants needed to synthesize it. The reactants are: Cl[C:2]1[N:7]=[CH:6][C:5]([C:8](=[O:10])[CH3:9])=[CH:4][CH:3]=1.[CH3:11][C:12]1[N:13]=[CH:14][NH:15][CH:16]=1.C([O-])([O-])=O.[K+].[K+].